Dataset: Full USPTO retrosynthesis dataset with 1.9M reactions from patents (1976-2016). Task: Predict the reactants needed to synthesize the given product. (1) Given the product [Cl-:7].[CH3:1][N+:2]1[CH:6]=[CH:5][N:4]([C:9]([F:16])([F:8])[CH:10]([F:15])[C:11]([F:14])([F:13])[F:12])[CH:3]=1, predict the reactants needed to synthesize it. The reactants are: [CH3:1][N:2]1[CH:6]=[CH:5][N:4]=[CH:3]1.[ClH:7].[F:8][C:9]([F:16])=[C:10]([F:15])[C:11]([F:14])([F:13])[F:12]. (2) Given the product [CH3:23][N:21]([CH3:22])[CH2:20][CH2:19][N:7]([CH2:8][C:9]1[CH:14]=[CH:13][CH:12]=[CH:11][C:10]=1[C:15]([F:16])([F:17])[F:18])[C:6](=[O:24])[CH2:5][NH:46][C:42]1[CH:41]=[CH:40][CH:39]=[C:38]2[C:43]=1[CH2:44][CH2:45][N:36]([CH2:33][CH2:34][CH3:35])[CH2:37]2, predict the reactants needed to synthesize it. The reactants are: C(O[CH:5](OC(=O)C)[C:6](=[O:24])[N:7]([CH2:19][CH2:20][N:21]([CH3:23])[CH3:22])[CH2:8][C:9]1[CH:14]=[CH:13][CH:12]=[CH:11][C:10]=1[C:15]([F:18])([F:17])[F:16])(=O)C.C(O)(=O)C.[CH2:33]([N:36]1[CH2:45][CH2:44][C:43]2[C:38](=[CH:39][CH:40]=[CH:41][C:42]=2[NH2:46])[CH2:37]1)[CH2:34][CH3:35].[BH3-]C#N.[Na+]. (3) Given the product [Br:18][C:17]1[S:16][C:15]([CH:19]=[O:20])=[C:14]([CH:21]=[O:22])[CH:13]=1, predict the reactants needed to synthesize it. The reactants are: BrBr.S1C=CC(C=O)=C1C=O.Br[C:13]1[C:14]([CH:21]=[O:22])=[C:15]([CH:19]=[O:20])[S:16][C:17]=1[Br:18].C(Cl)Cl. (4) Given the product [C:23]([C:26]1[CH:31]=[CH:30][CH:29]=[CH:28][C:27]=1[C:2]1[CH:7]=[CH:6][CH:5]=[C:4]([N:8]2[C:16](=[O:17])[C:15]3[C@@H:14]4[C:18]([CH3:20])([CH3:19])[C@@:11]([CH3:21])([CH2:12][CH2:13]4)[C:10]=3[N:9]2[CH3:22])[CH:3]=1)(=[O:25])[CH3:24], predict the reactants needed to synthesize it. The reactants are: I[C:2]1[CH:3]=[C:4]([N:8]2[C:16](=[O:17])[C:15]3[CH:14]4[C:18]([CH3:20])([CH3:19])[C:11]([CH3:21])([CH2:12][CH2:13]4)[C:10]=3[N:9]2[CH3:22])[CH:5]=[CH:6][CH:7]=1.[C:23]([C:26]1[CH:31]=[CH:30][CH:29]=[CH:28][C:27]=1B(O)O)(=[O:25])[CH3:24].C(=O)([O-])[O-].[K+].[K+]. (5) Given the product [Br:22][C:6]1[CH:7]=[C:8]([O:9][CH3:10])[C:3]([O:2][CH3:1])=[CH:4][C:5]=1[CH2:11][CH2:12][C:13]#[N:14], predict the reactants needed to synthesize it. The reactants are: [CH3:1][O:2][C:3]1[CH:4]=[C:5]([CH2:11][CH2:12][C:13]#[N:14])[CH:6]=[CH:7][C:8]=1[O:9][CH3:10].C1C(=O)N([Br:22])C(=O)C1.O. (6) Given the product [Cl:1][C:2]1[CH:3]=[C:4]([CH:11]=[CH:12][C:13]=1[Cl:14])[CH2:5][C:6]([CH2:18][CH2:19][C:20]([F:23])([F:22])[F:21])([C:7]#[N:8])[C:9]#[N:10], predict the reactants needed to synthesize it. The reactants are: [Cl:1][C:2]1[CH:3]=[C:4]([CH:11]=[CH:12][C:13]=1[Cl:14])[CH2:5][CH:6]([C:9]#[N:10])[C:7]#[N:8].[H-].[Na+].Br[CH2:18][CH2:19][C:20]([F:23])([F:22])[F:21].